From a dataset of Full USPTO retrosynthesis dataset with 1.9M reactions from patents (1976-2016). Predict the reactants needed to synthesize the given product. (1) Given the product [NH2:25][C:6]1[C:7]([N:8]([CH3:17])[C:9](=[O:16])[C:10]2[CH:15]=[CH:14][CH:13]=[CH:12][CH:11]=2)=[C:2]([Cl:1])[N:3]=[CH:4][N:5]=1, predict the reactants needed to synthesize it. The reactants are: [Cl:1][C:2]1[C:7]([N:8]([CH3:17])[C:9](=[O:16])[C:10]2[CH:15]=[CH:14][CH:13]=[CH:12][CH:11]=2)=[C:6](Cl)[N:5]=[CH:4][N:3]=1.C(O)CCC.[OH-].[NH4+:25]. (2) Given the product [CH3:1][O:2][C:3](=[O:17])[CH2:4][CH2:5][NH:6][C:7](=[O:16])[C:8]1[CH:13]=[CH:12][C:11]([CH2:14][NH:28][C:27]2[CH:29]=[CH:30][C:24]([CH:18]3[CH2:23][CH2:22][CH2:21][CH2:20][CH2:19]3)=[CH:25][CH:26]=2)=[CH:10][CH:9]=1, predict the reactants needed to synthesize it. The reactants are: [CH3:1][O:2][C:3](=[O:17])[CH2:4][CH2:5][NH:6][C:7](=[O:16])[C:8]1[CH:13]=[CH:12][C:11]([CH:14]=O)=[CH:10][CH:9]=1.[CH:18]1([C:24]2[CH:30]=[CH:29][C:27]([NH2:28])=[CH:26][CH:25]=2)[CH2:23][CH2:22][CH2:21][CH2:20][CH2:19]1.C([BH3-])#N.[Na+].